Dataset: Full USPTO retrosynthesis dataset with 1.9M reactions from patents (1976-2016). Task: Predict the reactants needed to synthesize the given product. (1) The reactants are: [CH2:1]([O:8][CH2:9][C:10]1([CH2:30][OH:31])[CH2:29][CH2:28][CH2:27][C:12]2([O:16][C:15](=[O:17])[N:14]([CH2:18][C:19]3[CH:24]=[CH:23][C:22]([O:25][CH3:26])=[CH:21][CH:20]=3)[CH2:13]2)[CH2:11]1)[C:2]1[CH:7]=[CH:6][CH:5]=[CH:4][CH:3]=1.CCN(C(C)C)C(C)C.[CH3:41][S:42](Cl)(=[O:44])=[O:43].Cl. Given the product [CH3:41][S:42]([O:31][CH2:30][C:10]1([CH2:9][O:8][CH2:1][C:2]2[CH:7]=[CH:6][CH:5]=[CH:4][CH:3]=2)[CH2:29][CH2:28][CH2:27][C:12]2([O:16][C:15](=[O:17])[N:14]([CH2:18][C:19]3[CH:24]=[CH:23][C:22]([O:25][CH3:26])=[CH:21][CH:20]=3)[CH2:13]2)[CH2:11]1)(=[O:44])=[O:43], predict the reactants needed to synthesize it. (2) The reactants are: [CH3:1][O:2][C:3]1[CH:4]=[C:5]([CH:7]=[CH:8][C:9]=1[S:10]([CH2:13][CH2:14][O:15][CH2:16][CH2:17][O:18][CH2:19][CH2:20][O:21][CH3:22])(=[O:12])=[O:11])[NH2:6].[C:23]([C:27]1[CH:28]=[C:29]([NH:40][C:41]([NH:43][C:44]2[C:53]3[C:48](=[CH:49][CH:50]=[CH:51][CH:52]=3)[C:47]([O:54][C:55]3[CH:60]=[CH:59][N:58]=[C:57](Cl)[CH:56]=3)=[CH:46][CH:45]=2)=[O:42])[C:30]([O:38][CH3:39])=[C:31]([NH:33][S:34]([CH3:37])(=[O:36])=[O:35])[CH:32]=1)([CH3:26])([CH3:25])[CH3:24].C([O-])([O-])=O.[K+].[K+].CC(C1C=C(C(C)C)C(C2C(P(C3CCCCC3)C3CCCCC3)=C(OC)C=CC=2OC)=C(C(C)C)C=1)C. Given the product [C:23]([C:27]1[CH:28]=[C:29]([NH:40][C:41]([NH:43][C:44]2[C:53]3[C:48](=[CH:49][CH:50]=[CH:51][CH:52]=3)[C:47]([O:54][C:55]3[CH:60]=[CH:59][N:58]=[C:57]([NH:6][C:5]4[CH:7]=[CH:8][C:9]([S:10]([CH2:13][CH2:14][O:15][CH2:16][CH2:17][O:18][CH2:19][CH2:20][O:21][CH3:22])(=[O:12])=[O:11])=[C:3]([O:2][CH3:1])[CH:4]=4)[CH:56]=3)=[CH:46][CH:45]=2)=[O:42])[C:30]([O:38][CH3:39])=[C:31]([NH:33][S:34]([CH3:37])(=[O:35])=[O:36])[CH:32]=1)([CH3:26])([CH3:24])[CH3:25], predict the reactants needed to synthesize it. (3) Given the product [C:13]1([N:12]2[C:7](=[O:9])[C:3]3[C:2](=[N:1][CH:6]=[CH:5][CH:4]=3)[C:10]2=[O:11])[CH:18]=[CH:17][CH:16]=[CH:15][CH:14]=1, predict the reactants needed to synthesize it. The reactants are: [N:1]1[CH:6]=[CH:5][CH:4]=[C:3]2[C:7]([O:9][C:10](=[O:11])[C:2]=12)=O.[NH2:12][C:13]1[CH:18]=[CH:17][CH:16]=[CH:15][CH:14]=1. (4) Given the product [C:4]([CH:5]([C:6]1[CH:11]=[CH:10][CH:9]=[CH:8][CH:7]=1)[NH:17][C:16]1[CH:18]=[CH:19][CH:20]=[CH:21][C:15]=1[Br:14])#[CH:3], predict the reactants needed to synthesize it. The reactants are: C(=O)([O-])O[CH2:3][CH:4]=[CH:5][C:6]1[CH:11]=[CH:10][CH:9]=[CH:8][CH:7]=1.[Br:14][C:15]1[CH:21]=[CH:20][CH:19]=[CH:18][C:16]=1[NH2:17]. (5) Given the product [CH2:1]([NH:5][C:7](=[S:8])[NH:6][C:9]1[CH:10]=[CH:11][C:12]([O:15][C:16](=[O:25])[N:17]([CH3:24])[C:18]2[CH:23]=[CH:22][CH:21]=[CH:20][CH:19]=2)=[N:13][CH:14]=1)[CH2:2][CH2:3][CH3:4], predict the reactants needed to synthesize it. The reactants are: [CH2:1]([NH2:5])[CH2:2][CH2:3][CH3:4].[N:6]([C:9]1[CH:10]=[CH:11][C:12]([O:15][C:16](=[O:25])[N:17]([CH3:24])[C:18]2[CH:23]=[CH:22][CH:21]=[CH:20][CH:19]=2)=[N:13][CH:14]=1)=[C:7]=[S:8].